Dataset: Full USPTO retrosynthesis dataset with 1.9M reactions from patents (1976-2016). Task: Predict the reactants needed to synthesize the given product. (1) Given the product [CH2:1]([O:4][CH2:5][C:6]1[CH:7]=[CH:8][CH:9]=[C:10]([CH2:12][Br:34])[N:11]=1)[CH:2]=[CH2:3], predict the reactants needed to synthesize it. The reactants are: [CH2:1]([O:4][CH2:5][C:6]1[N:11]=[C:10]([CH2:12]O)[CH:9]=[CH:8][CH:7]=1)[CH:2]=[CH2:3].C1(P(C2C=CC=CC=2)C2C=CC=CC=2)C=CC=CC=1.C(Br)(Br)(Br)[Br:34]. (2) Given the product [CH3:1][O:2][C:3]1[CH:8]=[CH:7][N:6]([C:9]2[CH:10]=[CH:11][C:12]([N:15]3[CH2:16][CH2:17][N:18]([CH2:33][CH2:34][CH2:35][C:36]4[C:44]5[C:39](=[CH:40][CH:41]=[C:42]([C:45]#[N:46])[CH:43]=5)[NH:38][CH:37]=4)[CH2:19][CH2:20]3)=[CH:13][CH:14]=2)[C:5](=[O:21])[CH:4]=1, predict the reactants needed to synthesize it. The reactants are: [CH3:1][O:2][C:3]1[CH:8]=[CH:7][N:6]([C:9]2[CH:14]=[CH:13][C:12]([N:15]3[CH2:20][CH2:19][NH:18][CH2:17][CH2:16]3)=[CH:11][CH:10]=2)[C:5](=[O:21])[CH:4]=1.CC1C=CC(S(O[CH2:33][CH2:34][CH2:35][C:36]2[C:44]3[C:39](=[CH:40][CH:41]=[C:42]([C:45]#[N:46])[CH:43]=3)[NH:38][CH:37]=2)(=O)=O)=CC=1.C(=O)([O-])[O-].[K+].[K+].[I-].[K+].